Predict the product of the given reaction. From a dataset of Forward reaction prediction with 1.9M reactions from USPTO patents (1976-2016). (1) Given the reactants [CH2:1]([O:3][C:4]([N:6]1[CH2:11][CH2:10][N:9]([C:12](=[O:38])[C@@H:13]([NH:23][C:24]([C:26]2[CH:30]=[C:29]([OH:31])[N:28]([C:32]3[CH:37]=[CH:36][CH:35]=[CH:34][CH:33]=3)[N:27]=2)=[O:25])[CH2:14][CH2:15][C:16]([O:18][C:19]([CH3:22])([CH3:21])[CH3:20])=[O:17])[CH2:8][CH2:7]1)=[O:5])[CH3:2].Br[CH2:40][C:41]([O:43][CH2:44][C:45]1[CH:50]=[CH:49][CH:48]=[CH:47][CH:46]=1)=[O:42].C(=O)([O-])[O-].[Cs+].[Cs+], predict the reaction product. The product is: [CH2:1]([O:3][C:4]([N:6]1[CH2:11][CH2:10][N:9]([C:12](=[O:38])[C@@H:13]([NH:23][C:24]([C:26]2[CH:30]=[C:29]([O:31][CH2:40][C:41]([O:43][CH2:44][C:45]3[CH:50]=[CH:49][CH:48]=[CH:47][CH:46]=3)=[O:42])[N:28]([C:32]3[CH:37]=[CH:36][CH:35]=[CH:34][CH:33]=3)[N:27]=2)=[O:25])[CH2:14][CH2:15][C:16]([O:18][C:19]([CH3:22])([CH3:21])[CH3:20])=[O:17])[CH2:8][CH2:7]1)=[O:5])[CH3:2]. (2) Given the reactants C(N1C=CN=C1)(N1C=CN=C1)=O.[Cl:13][C:14]1[C:19]2[O:20][C:21]3[C:30]([CH3:31])=[CH:29][C:28]([C:32]([OH:34])=O)=[CH:27][C:22]=3[S:23](=[O:26])(=[O:25])[CH2:24][C:18]=2[CH:17]=[C:16]([N:35]2[CH2:40][CH2:39][NH:38][CH2:37][CH2:36]2)[CH:15]=1.[CH:41]1([NH2:44])[CH2:43][CH2:42]1, predict the reaction product. The product is: [ClH:13].[CH:41]1([NH:44][C:32]([C:28]2[CH:29]=[C:30]([CH3:31])[C:21]3[O:20][C:19]4[C:14]([Cl:13])=[CH:15][C:16]([N:35]5[CH2:36][CH2:37][NH:38][CH2:39][CH2:40]5)=[CH:17][C:18]=4[CH2:24][S:23](=[O:25])(=[O:26])[C:22]=3[CH:27]=2)=[O:34])[CH2:43][CH2:42]1. (3) Given the reactants [N:1]([C:4]1([C:15]2[CH:20]=[CH:19][C:18]([CH:21]([CH3:23])[CH3:22])=[CH:17][C:16]=2[O:24][CH3:25])[C:12](=[O:13])[C:11]2[C:6](=[CH:7][CH:8]=[CH:9][CH:10]=2)[C:5]1=[O:14])=[N+]=[N-].C1(P(C2C=CC=CC=2)C2C=CC=CC=2)C=CC=CC=1, predict the reaction product. The product is: [NH2:1][C:4]1([C:15]2[CH:20]=[CH:19][C:18]([CH:21]([CH3:23])[CH3:22])=[CH:17][C:16]=2[O:24][CH3:25])[C:12](=[O:13])[C:11]2[C:6](=[CH:7][CH:8]=[CH:9][CH:10]=2)[C:5]1=[O:14]. (4) Given the reactants [Br:1][C:2]1[N:10]=[C:9]2[C:5]([NH:6][CH:7]=[N:8]2)=[C:4](Cl)[N:3]=1.CO[C:14]1[CH:19]=[CH:18][CH:17]=[C:16]([NH2:20])[CH:15]=1.C([N:23](CC)CC)C.[CH2:28]([OH:31])CC, predict the reaction product. The product is: [Br:1][C:2]1[N:10]=[C:9]2[C:5]([NH:6][CH:7]=[N:8]2)=[C:4]([N:20]([O:31][CH3:28])[C:16]2[CH:15]=[CH:14][CH:19]=[CH:18][CH:17]=2)[N:3]=1.[BrH:1].[NH3:23]. (5) Given the reactants [C:1]([C:4](C)([CH2:10][CH2:11][CH2:12][CH2:13][CH2:14][CH2:15][O:16][Si](C(C)(C)C)(C)C)[C:5](OCC)=O)(=[O:3])[CH3:2].[OH-].[Na+].Cl, predict the reaction product. The product is: [OH:16][CH2:15][CH2:14][CH2:13][CH2:12][CH2:11][CH2:10][CH:4]([CH3:5])[C:1](=[O:3])[CH3:2].